Task: Predict the product of the given reaction.. Dataset: Forward reaction prediction with 1.9M reactions from USPTO patents (1976-2016) Given the reactants Cl[C:2]1[C:7]([Cl:8])=[CH:6][C:5]([C:9]([F:12])([F:11])[F:10])=[CH:4][N:3]=1.[N:13]1[CH:18]=[CH:17][CH:16]=[CH:15][C:14]=1[N:19]1[CH2:24][CH2:23][CH:22]([CH2:25][NH:26][S:27]([C:30]2[CH:39]=[CH:38][C:33]([C:34]([O:36][CH3:37])=[O:35])=[CH:32][CH:31]=2)(=[O:29])=[O:28])[CH2:21][CH2:20]1, predict the reaction product. The product is: [Cl:8][C:7]1[C:2]([N:26]([CH2:25][CH:22]2[CH2:23][CH2:24][N:19]([C:14]3[CH:15]=[CH:16][CH:17]=[CH:18][N:13]=3)[CH2:20][CH2:21]2)[S:27]([C:30]2[CH:39]=[CH:38][C:33]([C:34]([O:36][CH3:37])=[O:35])=[CH:32][CH:31]=2)(=[O:28])=[O:29])=[N:3][CH:4]=[C:5]([C:9]([F:12])([F:11])[F:10])[CH:6]=1.